Dataset: Full USPTO retrosynthesis dataset with 1.9M reactions from patents (1976-2016). Task: Predict the reactants needed to synthesize the given product. (1) The reactants are: [CH3:1][C:2]([O:4][C:5]1[C:10]([C:11](Cl)=[O:12])=[CH:9][CH:8]=[CH:7][CH:6]=1)=[O:3].[NH2:14][C:15]1[S:16][C:17]([C:20]([F:23])([F:22])[F:21])=[N:18][N:19]=1. Given the product [C:2]([O:4][C:5]1[CH:6]=[CH:7][CH:8]=[CH:9][C:10]=1[C:11]([NH:14][C:15]1[S:16][C:17]([C:20]([F:23])([F:22])[F:21])=[N:18][N:19]=1)=[O:12])(=[O:3])[CH3:1], predict the reactants needed to synthesize it. (2) Given the product [CH3:1][C:2]([CH3:9])([CH2:3][O:4][Si:11]([CH3:13])([CH3:12])[CH3:10])[CH2:5][O:6][CH2:7][CH3:8], predict the reactants needed to synthesize it. The reactants are: [CH3:1][C:2]([CH3:9])([CH2:5][O:6][CH2:7][CH3:8])[CH2:3][OH:4].[CH3:10][Si:11](Cl)([CH3:13])[CH3:12]. (3) Given the product [Br:15][C:13]1[CH:12]=[CH:11][C:10]([CH3:16])=[C:9]([S:8][CH2:7][C:6]([OH:17])=[O:5])[CH:14]=1, predict the reactants needed to synthesize it. The reactants are: C([O:5][C:6](=[O:17])[CH2:7][S:8][C:9]1[CH:14]=[C:13]([Br:15])[CH:12]=[CH:11][C:10]=1[CH3:16])(C)(C)C.FC(F)(F)C(O)=O.